This data is from Experimentally validated miRNA-target interactions with 360,000+ pairs, plus equal number of negative samples. The task is: Binary Classification. Given a miRNA mature sequence and a target amino acid sequence, predict their likelihood of interaction. (1) The miRNA is hsa-miR-6814-5p with sequence UCCCAAGGGUGAGAUGCUGCCA. The protein sequence of the target gene is MKPVWVATLLWMLLLVPRLGAARKGSPEEASFYYGTFPLGFSWGVGSSAYQTEGAWDQDGKGPSIWDVFTHSGKGKVLGNETADVACDGYYKVQEDIILLRELHVNHYRFSLSWPRLLPTGIRAEQVNKKGIEFYSDLIDALLSSNITPIVTLHHWDLPQLLQVKYGGWQNVSMANYFRDYANLCFEAFGDRVKHWITFSDPRAMAEKGYETGHHAPGLKLRGTGLYKAAHHIIKAHAKAWHSYNTTWRSKQQGLVGISLNCDWGEPVDISNPKDLEAAERYLQFCLGWFANPIYAGDYP.... Result: 1 (interaction). (2) The miRNA is hsa-miR-296-5p with sequence AGGGCCCCCCCUCAAUCCUGU. The protein sequence of the target gene is MASATDSRYGQKESSDQNFDYMFKILIIGNSSVGKTSFLFRYADDSFTPAFVSTVGIDFKVKTIYRNDKRIKLQIWDTAGQERYRTITTAYYRGAMGFILMYDITNEESFNAVQDWSTQIKTYSWDNAQVLLVGNKCDMEDERVVSSERGRQLADHLGFEFFEASAKDNINVKQTFERLVDVICEKMSESLDTADPAVTGAKQGPQLSDQQVPPHQDCAC. Result: 0 (no interaction).